The task is: Binary Classification. Given a drug SMILES string, predict its activity (active/inactive) in a high-throughput screening assay against a specified biological target.. This data is from Tyrosyl-DNA phosphodiesterase HTS with 341,365 compounds. (1) The compound is FC(F)(F)c1cc(S(=O)CC(=O)Nc2ccc(OC)cc2)ccc1. The result is 0 (inactive). (2) The compound is S(=O)(=O)(NC(CC(=O)N1CCC2(OCCO2)CC1)c1ccc(OC)cc1)c1ccc(OC)cc1. The result is 0 (inactive). (3) The drug is s1c2c(CC(CC2)C)c2c1nc(SCC(OCC)=O)n(c2=O)Cc1ccccc1. The result is 0 (inactive). (4) The drug is s1nnc(C(=O)N(C(C(=O)NC2CCCC2)c2ccncc2)Cc2c(F)cccc2)c1. The result is 0 (inactive). (5) The drug is S1(=O)(=O)CC(N(C(=O)C23CC4CC(C2)CC(C3)C4)C)(CC1)C. The result is 0 (inactive). (6) The compound is s1c(NC(=O)c2c(OCC)cccc2)nnc1COC. The result is 0 (inactive). (7) The molecule is O(c1cc(/C=N\c2n(CCN3CCCCC3)c3c(n2)cccc3)ccc1OC)C. The result is 0 (inactive).